From a dataset of Catalyst prediction with 721,799 reactions and 888 catalyst types from USPTO. Predict which catalyst facilitates the given reaction. (1) Reactant: [Cl:1][CH2:2][CH2:3][O:4][C:5]1[CH:6]=[CH:7][C:8]([OH:14])=[C:9]([CH:13]=1)[C:10]([NH2:12])=[O:11].[C:15]([N:19]=[C:20]=[O:21])([CH3:18])([CH3:17])[CH3:16].CC(C)([O-])C.[Na+].Cl. Product: [C:10]([C:9]1[CH:13]=[C:5]([O:4][CH2:3][CH2:2][Cl:1])[CH:6]=[CH:7][C:8]=1[O:14][C:20](=[O:21])[NH:19][C:15]([CH3:18])([CH3:17])[CH3:16])(=[O:11])[NH2:12]. The catalyst class is: 6. (2) Reactant: [CH2:1]([OH:13])[CH2:2][O:3][CH2:4][CH2:5][O:6][CH2:7][CH2:8][O:9][CH2:10][CH2:11][OH:12].N1C=CN=C1.[CH3:19][C:20]([Si:23](Cl)([C:30]1[CH:35]=[CH:34][CH:33]=[CH:32][CH:31]=1)[C:24]1[CH:29]=[CH:28][CH:27]=[CH:26][CH:25]=1)([CH3:22])[CH3:21]. Product: [Si:23]([O:12][CH2:11][CH2:10][O:9][CH2:8][CH2:7][O:6][CH2:5][CH2:4][O:3][CH2:2][CH2:1][OH:13])([C:20]([CH3:22])([CH3:21])[CH3:19])([C:30]1[CH:31]=[CH:32][CH:33]=[CH:34][CH:35]=1)[C:24]1[CH:29]=[CH:28][CH:27]=[CH:26][CH:25]=1. The catalyst class is: 9. (3) Reactant: Cl[CH2:2][C:3]1[N:12]=[C:11]([N:13]([C:15]2[CH:20]=[CH:19][C:18]([O:21][CH3:22])=[CH:17][C:16]=2[F:23])[CH3:14])[C:10]2[C:5](=[CH:6][CH:7]=[CH:8][CH:9]=2)[N:4]=1.Cl.ClCC1N=C(NC2C=CC(OC)=CC=2F)C2C(=CC=CC=2)[N:28]=1.[H-].[Na+].CI. Product: [NH2:28][CH2:2][C:3]1[N:12]=[C:11]([N:13]([C:15]2[CH:20]=[CH:19][C:18]([O:21][CH3:22])=[CH:17][C:16]=2[F:23])[CH3:14])[C:10]2[C:5](=[CH:6][CH:7]=[CH:8][CH:9]=2)[N:4]=1. The catalyst class is: 36. (4) Reactant: [CH3:1][N:2]([CH2:4][C:5]1[CH:10]=[CH:9][C:8]([CH:11]2C(C3C=CC(CN(C)C)=CC=3)C(=O)[C:18]3[C:17]([C:32]([O:34]C)=O)=[CH:16][CH:15]=[CH:14][C:13]=3[NH:12]2)=[CH:7][CH:6]=1)[CH3:3].[CH3:36][N:37]([CH2:39][C:40]1[CH:45]=[CH:44][C:43]([CH:46]2[CH:55](C3C=CC(CN(C)C)=CC=3)C(=O)C3C(C(OCC)=O)=CC=CC=3N2)=[CH:42][CH:41]=1)[CH3:38].O.[NH2:73][NH2:74]. Product: [CH3:1][N:2]([CH2:4][C:5]1[CH:10]=[CH:9][C:8]([CH:11]2[NH:12][C:13]3[C:18]4[C:55](=[N:73][NH:74][C:32](=[O:34])[C:17]=4[CH:16]=[CH:15][CH:14]=3)[CH:46]2[C:43]2[CH:42]=[CH:41][C:40]([CH2:39][N:37]([CH3:36])[CH3:38])=[CH:45][CH:44]=2)=[CH:7][CH:6]=1)[CH3:3]. The catalyst class is: 5. (5) Reactant: [C:1]([NH:20][C@H:21]([C:25]([O:27][CH2:28][CH:29]([CH2:32][CH:33]=[CH2:34])[CH2:30][OH:31])=[O:26])[CH:22]([CH3:24])[CH3:23])([C:14]1[CH:19]=[CH:18][CH:17]=[CH:16][CH:15]=1)([C:8]1[CH:13]=[CH:12][CH:11]=[CH:10][CH:9]=1)[C:2]1[CH:7]=[CH:6][CH:5]=[CH:4][CH:3]=1.N1C=CC=CC=1.[C:41](Cl)(=[O:59])[CH2:42][CH2:43][CH2:44][CH2:45][CH2:46][CH2:47][CH2:48][CH2:49][CH2:50][CH2:51][CH2:52][CH2:53][CH2:54][CH2:55][CH2:56][CH2:57][CH3:58]. Product: [C:1]([NH:20][C@H:21]([C:25]([O:27][CH2:28][CH:29]([CH2:32][CH:33]=[CH2:34])[CH:30]([C:41](=[O:59])[CH2:42][CH2:43][CH2:44][CH2:45][CH2:46][CH2:47][CH2:48][CH2:49][CH2:50][CH2:51][CH2:52][CH2:53][CH2:54][CH2:55][CH2:56][CH2:57][CH3:58])[OH:31])=[O:26])[CH:22]([CH3:24])[CH3:23])([C:8]1[CH:13]=[CH:12][CH:11]=[CH:10][CH:9]=1)([C:14]1[CH:15]=[CH:16][CH:17]=[CH:18][CH:19]=1)[C:2]1[CH:3]=[CH:4][CH:5]=[CH:6][CH:7]=1. The catalyst class is: 4. (6) Reactant: C(NC(C)C)(C)C.C([Li])CCC.[F:13][C:14]1[CH:19]=[C:18]([CH3:20])[CH:17]=[CH:16][N:15]=1.COCN[C:25](=[O:27])[CH3:26]. Product: [F:13][C:14]1[CH:19]=[C:18]([CH2:20][C:25](=[O:27])[CH3:26])[CH:17]=[CH:16][N:15]=1. The catalyst class is: 6. (7) Reactant: Br[C:2]1[CH:7]=[CH:6][C:5]([S:8]([CH3:11])(=[O:10])=[O:9])=[CH:4][C:3]=1[O:12][CH3:13].[B:14]1([B:14]2[O:18][C:17]([CH3:20])([CH3:19])[C:16]([CH3:22])([CH3:21])[O:15]2)[O:18][C:17]([CH3:20])([CH3:19])[C:16]([CH3:22])([CH3:21])[O:15]1.C([O-])(=O)C.[K+]. Product: [CH3:13][O:12][C:3]1[CH:4]=[C:5]([S:8]([CH3:11])(=[O:10])=[O:9])[CH:6]=[CH:7][C:2]=1[B:14]1[O:18][C:17]([CH3:20])([CH3:19])[C:16]([CH3:22])([CH3:21])[O:15]1. The catalyst class is: 873.